This data is from Reaction yield outcomes from USPTO patents with 853,638 reactions. The task is: Predict the reaction yield, written as a fraction of the theoretical maximum amount of product (1.0 means a 100% yield; for example, 0.34 means a 34% yield). The catalyst is C1COCC1. The reactants are [C:1]([N:4]1[CH2:9][CH2:8][C@H:7]([NH:10][C:11](=[O:20])[O:12][CH2:13][C:14]2[CH:19]=[CH:18][CH:17]=[CH:16][CH:15]=2)[C@H:6]([O:21][CH3:22])[CH2:5]1)(=[O:3])[NH2:2].Br[CH:24]([CH2:34][CH3:35])[C:25](=O)[C:26]([O:28][CH2:29][CH2:30]CC)=[O:27].C(=O)(O)[O-].[Na+]. The yield is 1.00. The product is [CH2:13]([O:12][C:11]([NH:10][C@H:7]1[CH2:8][CH2:9][N:4]([C:1]2[O:3][C:24]([CH2:34][CH3:35])=[C:25]([C:26]([O:28][CH2:29][CH3:30])=[O:27])[N:2]=2)[CH2:5][C@H:6]1[O:21][CH3:22])=[O:20])[C:14]1[CH:15]=[CH:16][CH:17]=[CH:18][CH:19]=1.